This data is from Forward reaction prediction with 1.9M reactions from USPTO patents (1976-2016). The task is: Predict the product of the given reaction. (1) Given the reactants [F:1][C:2]([F:12])([F:11])[C:3]1[C:4](=O)[NH:5][C:6](=O)[NH:7][CH:8]=1.OP(O)(O)=O.O=P(Cl)(Cl)[Cl:20].CCN(C(C)C)C(C)C.[ClH:32], predict the reaction product. The product is: [Cl:32][C:6]1[N:5]=[C:4]([Cl:20])[C:3]([C:2]([F:12])([F:11])[F:1])=[CH:8][N:7]=1. (2) The product is: [NH2:1][C:4]1[C:5]([NH:10][C:11]2[CH:12]=[C:13]([CH3:17])[CH:14]=[CH:15][CH:16]=2)=[N:6][CH:7]=[CH:8][CH:9]=1. Given the reactants [N+:1]([C:4]1[C:5]([NH:10][C:11]2[CH:12]=[C:13]([CH3:17])[CH:14]=[CH:15][CH:16]=2)=[N:6][CH:7]=[CH:8][CH:9]=1)([O-])=O, predict the reaction product. (3) Given the reactants [Cl:1][C:2]1[CH:7]=[C:6]([NH2:8])[C:5]([I:9])=[CH:4][N:3]=1.Br[CH2:11][C:12](=[CH2:22])[CH2:13][O:14][CH2:15][C:16]1[CH:21]=[CH:20][CH:19]=[CH:18][CH:17]=1, predict the reaction product. The product is: [CH2:15]([O:14][CH2:13][C:12](=[CH2:11])[CH2:22][NH:8][C:6]1[C:5]([I:9])=[CH:4][N:3]=[C:2]([Cl:1])[CH:7]=1)[C:16]1[CH:21]=[CH:20][CH:19]=[CH:18][CH:17]=1. (4) Given the reactants [F:1][CH:2]([F:14])[O:3][C:4]1[CH:5]=[CH:6][C:7]([C:10]([O:12]C)=[O:11])=[N:8][CH:9]=1.[OH-].[Na+].Cl, predict the reaction product. The product is: [F:14][CH:2]([F:1])[O:3][C:4]1[CH:5]=[CH:6][C:7]([C:10]([OH:12])=[O:11])=[N:8][CH:9]=1. (5) Given the reactants [Cl:1][C:2]1[CH:3]=[C:4]([NH:8][C:9]2[N:14]=[CH:13][C:12]([CH:15]=O)=[C:11]([CH:17]3[CH2:19][CH2:18]3)[CH:10]=2)[CH:5]=[CH:6][CH:7]=1.[F:20][C:21]1[CH:28]=[CH:27][C:24]([CH2:25][NH2:26])=[CH:23][CH:22]=1.[ClH:29], predict the reaction product. The product is: [ClH:1].[ClH:29].[Cl:1][C:2]1[CH:3]=[C:4]([NH:8][C:9]2[CH:10]=[C:11]([CH:17]3[CH2:19][CH2:18]3)[C:12]([CH2:15][NH:26][CH2:25][C:24]3[CH:27]=[CH:28][C:21]([F:20])=[CH:22][CH:23]=3)=[CH:13][N:14]=2)[CH:5]=[CH:6][CH:7]=1. (6) Given the reactants [Br:1][C:2]1[CH:7]=[CH:6][C:5]([CH2:8][N:9]2[CH:14]=[CH:13][C:12]3=[N:15][C:16]([C:18]4[CH:23]=[CH:22][CH:21]=[CH:20][CH:19]=4)=[N:17][C:11]3=[C:10]2Cl)=[CH:4][CH:3]=1.[OH-:25].[Na+].O.Cl, predict the reaction product. The product is: [Br:1][C:2]1[CH:7]=[CH:6][C:5]([CH2:8][N:9]2[CH:14]=[CH:13][C:12]3=[N:15][C:16]([C:18]4[CH:23]=[CH:22][CH:21]=[CH:20][CH:19]=4)=[N:17][C:11]3=[C:10]2[OH:25])=[CH:4][CH:3]=1.